This data is from Catalyst prediction with 721,799 reactions and 888 catalyst types from USPTO. The task is: Predict which catalyst facilitates the given reaction. (1) Reactant: [F:1][C:2]1[CH:25]=[C:24]([N+:26]([O-:28])=[O:27])[CH:23]=[CH:22][C:3]=1[O:4][C:5]1[CH:10]=[CH:9][N:8]=[C:7]2[CH:11]=[C:12]([C:14]3[CH:21]=[CH:20][C:17]([CH:18]=O)=[CH:16][CH:15]=3)[S:13][C:6]=12.COC[CH2:32][O:33][CH2:34][CH2:35][O:36][CH2:37][CH2:38][O:39][CH2:40][CH2:41][NH2:42].C(O)(=O)C.C(O[BH-](OC(=O)C)OC(=O)C)(=O)C.[Na+]. Product: [F:1][C:2]1[CH:25]=[C:24]([N+:26]([O-:28])=[O:27])[CH:23]=[CH:22][C:3]=1[O:4][C:5]1[CH:10]=[CH:9][N:8]=[C:7]2[CH:11]=[C:12]([C:14]3[CH:15]=[CH:16][C:17]([CH2:18][NH:42][CH2:41][CH2:40][O:39][CH2:38][CH2:37][O:36][CH2:35][CH2:34][O:33][CH3:32])=[CH:20][CH:21]=3)[S:13][C:6]=12. The catalyst class is: 4. (2) Reactant: C(=O)([S:3][CH2:4][CH2:5][CH2:6][CH2:7]/[CH:8]=[CH:9]\[CH2:10]/[CH:11]=[CH:12]\[CH2:13]/[CH:14]=[CH:15]\[CH2:16]/[CH:17]=[CH:18]\[CH2:19]/[CH:20]=[CH:21]\[CH2:22][CH3:23])C.C(=O)([O-])[O-].[K+].[K+]. Product: [CH2:4]([SH:3])[CH2:5][CH2:6][CH2:7]/[CH:8]=[CH:9]\[CH2:10]/[CH:11]=[CH:12]\[CH2:13]/[CH:14]=[CH:15]\[CH2:16]/[CH:17]=[CH:18]\[CH2:19]/[CH:20]=[CH:21]\[CH2:22][CH3:23]. The catalyst class is: 5. (3) Reactant: Cl.C(OC(=O)[NH:8][CH:9]1[CH2:12][N:11]([C:13]2[C:14]3[C:38]([CH3:40])([CH3:39])[C:37](=[O:41])[NH:36][C:15]=3[N:16]=[C:17]([C:19]3[C:27]4[C:22](=[N:23][CH:24]=[CH:25][CH:26]=4)[N:21]([CH2:28][C:29]4[CH:34]=[CH:33][CH:32]=[CH:31][C:30]=4[F:35])[N:20]=3)[N:18]=2)[CH2:10]1)(C)(C)C. Product: [NH2:8][CH:9]1[CH2:10][N:11]([C:13]2[C:14]3[C:38]([CH3:39])([CH3:40])[C:37](=[O:41])[NH:36][C:15]=3[N:16]=[C:17]([C:19]3[C:27]4[C:22](=[N:23][CH:24]=[CH:25][CH:26]=4)[N:21]([CH2:28][C:29]4[CH:34]=[CH:33][CH:32]=[CH:31][C:30]=4[F:35])[N:20]=3)[N:18]=2)[CH2:12]1. The catalyst class is: 27. (4) Reactant: Cl[C:2]1[N:10]=[C:9]2[C:5]([N:6]=[CH:7][N:8]2[CH:11]2[CH2:15][CH2:14][CH2:13][CH2:12]2)=[C:4]([NH:16][CH2:17][C:18]2[CH:19]=[N:20][C:21]([C:24]3[O:25][CH:26]=[CH:27][CH:28]=3)=[CH:22][CH:23]=2)[N:3]=1.[NH2:29][CH2:30][C:31]([CH3:34])([OH:33])[CH3:32].C(N(C(C)C)CC)(C)C. Product: [CH:11]1([N:8]2[CH:7]=[N:6][C:5]3[C:9]2=[N:10][C:2]([NH:29][CH2:30][C:31]([CH3:34])([OH:33])[CH3:32])=[N:3][C:4]=3[NH:16][CH2:17][C:18]2[CH:19]=[N:20][C:21]([C:24]3[O:25][CH:26]=[CH:27][CH:28]=3)=[CH:22][CH:23]=2)[CH2:15][CH2:14][CH2:13][CH2:12]1. The catalyst class is: 370. (5) Reactant: [C:1]([O:7][C:8](=[O:13])[C:9]([CH3:12])([CH3:11])[CH3:10])(=O)[C:2]([CH3:5])(C)C.C(N(CC)CC)C.OC1C=C[N:25]=[C:24]([Br:28])[CH:23]=1. Product: [C:8]([O:7][C:1]1[CH:2]=[CH:5][N:25]=[C:24]([Br:28])[CH:23]=1)(=[O:13])[C:9]([CH3:10])([CH3:11])[CH3:12]. The catalyst class is: 172. (6) Reactant: COC1C=C(OC)C=CC=1C[N:6]([C:35]1[CH:40]=[CH:39][N:38]=[CH:37][N:36]=1)[S:7]([C:10]1[CH:15]=[C:14]([CH3:16])[C:13]([O:17][C@H:18]2[CH2:22][CH2:21][CH2:20][C@@H:19]2[C:23]2[N:27](C3CCCCO3)[N:26]=[CH:25][CH:24]=2)=[CH:12][C:11]=1[F:34])(=[O:9])=[O:8].C([SiH](CC)CC)C.FC(F)(F)C(O)=O. Product: [F:34][C:11]1[CH:12]=[C:13]([O:17][C@H:18]2[CH2:22][CH2:21][CH2:20][C@@H:19]2[C:23]2[NH:27][N:26]=[CH:25][CH:24]=2)[C:14]([CH3:16])=[CH:15][C:10]=1[S:7]([NH:6][C:35]1[CH:40]=[CH:39][N:38]=[CH:37][N:36]=1)(=[O:8])=[O:9]. The catalyst class is: 4. (7) Reactant: C[O:2][C:3]([C@H:5]1[CH2:10][CH2:9][C@H:8]([NH:11][C:12](=[O:24])[C:13]2[CH:18]=[C:17]([C:19]([F:22])([F:21])[F:20])[CH:16]=[CH:15][C:14]=2[Cl:23])[CH2:7][CH2:6]1)=O.[H-].[Al+3].[Li+].[H-].[H-].[H-].CCOCC. Product: [Cl:23][C:14]1[CH:15]=[CH:16][C:17]([C:19]([F:20])([F:21])[F:22])=[CH:18][C:13]=1[C:12]([NH:11][C@H:8]1[CH2:9][CH2:10][C@H:5]([CH2:3][OH:2])[CH2:6][CH2:7]1)=[O:24]. The catalyst class is: 1. (8) Reactant: Br[C:2]1[CH:7]=[CH:6][C:5]([O:8][CH2:9][O:10][CH3:11])=[CH:4][C:3]=1[O:12][CH2:13][O:14][CH3:15].CN(C)CCN(C)C.C([Li])CCC.[CH2:29]1[O:39][C:32]2([CH2:37][CH2:36][C:35](=[O:38])[CH2:34][CH2:33]2)[O:31][CH2:30]1.Cl. Product: [CH3:15][O:14][CH2:13][O:12][C:3]1[CH:4]=[C:5]([O:8][CH2:9][O:10][CH3:11])[CH:6]=[CH:7][C:2]=1[C:35]1([OH:38])[CH2:36][CH2:37][C:32]2([O:39][CH2:29][CH2:30][O:31]2)[CH2:33][CH2:34]1. The catalyst class is: 56. (9) Reactant: [CH3:1][O:2][C:3]([O:6][CH3:7])([CH3:5])[CH3:4].C[CH:9](CO)[CH2:10][OH:11]. Product: [CH3:4][C:3]1([CH3:5])[O:6][CH2:7][CH:9]([CH2:10][OH:11])[CH2:1][O:2]1. The catalyst class is: 1. (10) Reactant: [Cl:1][C:2]1[CH:3]=[CH:4][C:5]([C:8]2[CH:13]=[CH:12][N:11]=[C:10]([O:14]C)[CH:9]=2)=[N:6][CH:7]=1. Product: [Cl:1][C:2]1[CH:3]=[CH:4][C:5]([C:8]2[CH:13]=[CH:12][NH:11][C:10](=[O:14])[CH:9]=2)=[N:6][CH:7]=1. The catalyst class is: 33.